Dataset: Forward reaction prediction with 1.9M reactions from USPTO patents (1976-2016). Task: Predict the product of the given reaction. Given the reactants [C:1]([O:4][C:5]1[CH:14]=[CH:13][CH:12]=[C:11]2[C:6]=1[CH2:7][CH2:8][CH2:9][NH:10]2)(=[O:3])[CH3:2].[CH3:15][C:16]([O:19][C:20](O[C:20]([O:19][C:16]([CH3:18])([CH3:17])[CH3:15])=[O:21])=[O:21])([CH3:18])[CH3:17], predict the reaction product. The product is: [C:1]([O:4][C:5]1[CH:14]=[CH:13][CH:12]=[C:11]2[C:6]=1[CH2:7][CH2:8][CH2:9][N:10]2[C:20]([O:19][C:16]([CH3:18])([CH3:17])[CH3:15])=[O:21])(=[O:3])[CH3:2].